From a dataset of Forward reaction prediction with 1.9M reactions from USPTO patents (1976-2016). Predict the product of the given reaction. (1) Given the reactants [S:1]([O-:6])(O[O-])(=O)=[O:2].[K+].[K+].[Br:9][C:10]1[C:18](SC)=[CH:17][C:13]2[O:14][CH2:15][O:16][C:12]=2[CH:11]=1.OOS([O-])=O.[K+].O.[CH2:28]1COCC1.CO.O, predict the reaction product. The product is: [Br:9][C:10]1[C:18]([S:1]([CH3:28])(=[O:6])=[O:2])=[CH:17][C:13]2[O:14][CH2:15][O:16][C:12]=2[CH:11]=1. (2) Given the reactants [Cl:1][C:2]1[CH:7]=[C:6]([Cl:8])[N:5]=[C:4]([NH2:9])[C:3]=1[N+:10]([O-])=O.[NH4+].[Cl-], predict the reaction product. The product is: [Cl:1][C:2]1[CH:7]=[C:6]([Cl:8])[N:5]=[C:4]([NH2:9])[C:3]=1[NH2:10]. (3) Given the reactants [C:1](#[N:5])[CH:2]([CH3:4])[CH3:3].C([N-]C(C)C)(C)C.[Li+].[C:14]([O:18][C:19]([N:21]1[CH2:25][CH2:24][CH:23]([CH:26](S(C2C=CC=CC=2)(=O)=O)[NH:27][C:28]([O:30][C:31]([CH3:34])([CH3:33])[CH3:32])=[O:29])[CH2:22]1)=[O:20])([CH3:17])([CH3:16])[CH3:15].C(Cl)Cl.CO, predict the reaction product. The product is: [C:14]([O:18][C:19]([N:21]1[CH2:25][CH2:24][CH:23]([CH:26]([NH:27][C:28]([O:30][C:31]([CH3:32])([CH3:33])[CH3:34])=[O:29])[C:2]([C:1]#[N:5])([CH3:4])[CH3:3])[CH2:22]1)=[O:20])([CH3:15])([CH3:16])[CH3:17]. (4) Given the reactants S1C=CC(C2[S:10][C:9]([NH:11][C:12]3[CH:17]=[CH:16][C:15]([OH:18])=[CH:14][CH:13]=3)=[N:8]C=2)=C1.[Cl:19][C:20]1[CH:25]=[CH:24][CH:23]=[CH:22][C:21]=1[CH2:26][CH:27]=O, predict the reaction product. The product is: [Cl:19][C:20]1[CH:25]=[CH:24][CH:23]=[CH:22][C:21]=1[C:26]1[S:10][C:9]([NH:11][C:12]2[CH:17]=[CH:16][C:15]([OH:18])=[CH:14][CH:13]=2)=[N:8][CH:27]=1. (5) Given the reactants Br[C:2]1[C:7]([N:8]2[CH2:13][CH2:12][O:11]CC2)=[CH:6][CH:5]=[CH:4][CH:3]=1.[N:14]1[CH:19]=[C:18](B(O)O)[CH:17]=[N:16][CH:15]=1.C([O-])([O-])=O.[K+].[K+], predict the reaction product. The product is: [N:14]1[CH:19]=[C:18]([C:5]2[CH:4]=[CH:3][C:2]3[O:11][CH2:12][CH2:13][NH:8][C:7]=3[CH:6]=2)[CH:17]=[N:16][CH:15]=1.